Dataset: Catalyst prediction with 721,799 reactions and 888 catalyst types from USPTO. Task: Predict which catalyst facilitates the given reaction. Reactant: C([O:8][C:9]1[CH:10]=[C:11]2[C:16](=[CH:17][C:18]=1[O:19][CH3:20])[N:15]=[CH:14][N:13]=[C:12]2[NH:21][C:22]1[CH:27]=[CH:26][C:25]([F:28])=[C:24]([Cl:29])[CH:23]=1)C1C=CC=CC=1.C1(OC)C=CC=CC=1. Product: [Cl:29][C:24]1[CH:23]=[C:22]([NH:21][C:12]2[C:11]3[C:16](=[CH:17][C:18]([O:19][CH3:20])=[C:9]([OH:8])[CH:10]=3)[N:15]=[CH:14][N:13]=2)[CH:27]=[CH:26][C:25]=1[F:28]. The catalyst class is: 55.